This data is from Reaction yield outcomes from USPTO patents with 853,638 reactions. The task is: Predict the reaction yield, written as a fraction of the theoretical maximum amount of product (1.0 means a 100% yield; for example, 0.34 means a 34% yield). (1) The reactants are [Br:1][C:2]1[C:8]([F:9])=[CH:7][CH:6]=[CH:5][C:3]=1[NH2:4].[C:10](Cl)(=[O:14])[CH2:11][CH2:12][CH3:13].N1C=CC=CC=1.O. The catalyst is C(Cl)Cl. The product is [Br:1][C:2]1[C:8]([F:9])=[CH:7][CH:6]=[CH:5][C:3]=1[NH:4][C:10](=[O:14])[CH2:11][CH2:12][CH3:13]. The yield is 0.730. (2) The reactants are [Cl:1][C:2]1[S:6][C:5]([CH2:7][N:8]2[C:16]3[C:11](=[CH:12][CH:13]=[CH:14][CH:15]=3)[CH:10](O)[C:9]2=[O:18])=[CH:4][CH:3]=1.FC(F)(F)C(O)=O.C([SiH](CC)CC)C. The catalyst is ClCCl. The product is [Cl:1][C:2]1[S:6][C:5]([CH2:7][N:8]2[C:16]3[C:11](=[CH:12][CH:13]=[CH:14][CH:15]=3)[CH2:10][C:9]2=[O:18])=[CH:4][CH:3]=1. The yield is 0.610. (3) The reactants are [CH3:1][O:2][C:3]1[C:8]2[C:9]([C:30]3[CH:35]=[CH:34][CH:33]=[CH:32][CH:31]=3)=[C:10]([C:12]3[CH:17]=[CH:16][C:15]([C:18]4([NH:22][C:23](=[O:29])[O:24][C:25]([CH3:28])([CH3:27])[CH3:26])[CH2:21][CH2:20][CH2:19]4)=[CH:14][CH:13]=3)[O:11][C:7]=2[CH:6]=[CH:5][N:4]=1.[Br:36]Br. The catalyst is C(Cl)(Cl)(Cl)Cl. The product is [Br:36][C:6]1[C:7]2[O:11][C:10]([C:12]3[CH:13]=[CH:14][C:15]([C:18]4([NH:22][C:23](=[O:29])[O:24][C:25]([CH3:28])([CH3:26])[CH3:27])[CH2:21][CH2:20][CH2:19]4)=[CH:16][CH:17]=3)=[C:9]([C:30]3[CH:35]=[CH:34][CH:33]=[CH:32][CH:31]=3)[C:8]=2[C:3]([O:2][CH3:1])=[N:4][CH:5]=1. The yield is 0.340. (4) The reactants are [Cl:1][C:2]1[C:3]([F:31])=[N:4][C:5]([F:30])=[C:6]([Cl:29])[C:7]=1[CH:8](C(OCC1C=CC=CC=1)=O)[C:9]([O:11][CH2:12][C:13]1[CH:18]=[CH:17][CH:16]=[CH:15][CH:14]=1)=[O:10].O. The catalyst is CS(C)=O. The product is [Cl:29][C:6]1[C:5]([F:30])=[N:4][C:3]([F:31])=[C:2]([Cl:1])[C:7]=1[CH2:8][C:9]([O:11][CH2:12][C:13]1[CH:18]=[CH:17][CH:16]=[CH:15][CH:14]=1)=[O:10]. The yield is 0.750. (5) The reactants are [Br:1][C:2]1[N:7]=[CH:6][C:5]([NH:8][C:9](=O)[O:10]C2C=CC=CC=2)=[CH:4][CH:3]=1.[NH:18]1[CH2:23][CH2:22][C:21](=[CH:24][C:25]2[CH:26]=[C:27]([CH:39]=[CH:40][CH:41]=2)[O:28][C:29]2[CH:34]=[CH:33][C:32]([C:35]([F:38])([F:37])[F:36])=[CH:31][N:30]=2)[CH2:20][CH2:19]1.C(N(CC)CC)C. The catalyst is CS(C)=O. The product is [F:37][C:35]([F:38])([F:36])[C:32]1[CH:33]=[CH:34][C:29]([O:28][C:27]2[CH:26]=[C:25]([CH:41]=[CH:40][CH:39]=2)[CH:24]=[C:21]2[CH2:22][CH2:23][N:18]([C:9]([NH:8][C:5]3[CH:6]=[N:7][C:2]([Br:1])=[CH:3][CH:4]=3)=[O:10])[CH2:19][CH2:20]2)=[N:30][CH:31]=1. The yield is 0.940. (6) The reactants are [CH2:1]([N:8]1[C:13](=[O:14])[CH2:12][NH:11][C:10]2[N:15]=[CH:16][C:17](I)=[CH:18][C:9]1=2)[C:2]1[CH:7]=[CH:6][CH:5]=[CH:4][CH:3]=1.[C:20]([C:23]1[CH:28]=[CH:27][C:26](B(O)O)=[CH:25][CH:24]=1)(=[O:22])[NH2:21]. No catalyst specified. The product is [CH2:1]([N:8]1[C:13](=[O:14])[CH2:12][NH:11][C:10]2[N:15]=[CH:16][C:17]([C:26]3[CH:27]=[CH:28][C:23]([C:20]([NH2:21])=[O:22])=[CH:24][CH:25]=3)=[CH:18][C:9]1=2)[C:2]1[CH:7]=[CH:6][CH:5]=[CH:4][CH:3]=1. The yield is 0.240. (7) The reactants are [C:1]([O:5][C:6]([C:8]1[CH:29]=[CH:28][C:11]([CH2:12][N:13]2[C:18](=[O:19])[C:17]3[CH:20]=[C:21]([C:23](O)=[O:24])[S:22][C:16]=3[N:15]([CH3:26])[C:14]2=[O:27])=[CH:10][CH:9]=1)=[O:7])([CH3:4])([CH3:3])[CH3:2].CCN(CC)CC.[CH3:37][O:38][C:39]1[CH:40]=[C:41]([CH:44]=[CH:45][C:46]=1[O:47][CH3:48])[CH2:42][NH2:43]. The catalyst is C(Cl)Cl. The product is [C:1]([O:5][C:6](=[O:7])[C:8]1[CH:9]=[CH:10][C:11]([CH2:12][N:13]2[C:18](=[O:19])[C:17]3[CH:20]=[C:21]([C:23](=[O:24])[NH:43][CH2:42][C:41]4[CH:44]=[CH:45][C:46]([O:47][CH3:48])=[C:39]([O:38][CH3:37])[CH:40]=4)[S:22][C:16]=3[N:15]([CH3:26])[C:14]2=[O:27])=[CH:28][CH:29]=1)([CH3:4])([CH3:2])[CH3:3]. The yield is 0.780.